Dataset: Catalyst prediction with 721,799 reactions and 888 catalyst types from USPTO. Task: Predict which catalyst facilitates the given reaction. (1) Reactant: [CH:1]([O:4][C:5]1[CH:13]=[CH:12][C:11]([S:14]([CH3:17])(=[O:16])=[O:15])=[CH:10][C:6]=1[C:7]([OH:9])=[O:8])([CH3:3])[CH3:2].CN(CCN(C)C)C.[Li+].CC([N-]C(C)C)C.C([Li])CCC.C(NC(C)C)(C)C.I[CH2:47][Si:48]([CH3:51])([CH3:50])[CH3:49]. Product: [CH:1]([O:4][C:5]1[CH:13]=[CH:12][C:11]([S:14]([CH2:17][CH2:47][Si:48]([CH3:51])([CH3:50])[CH3:49])(=[O:16])=[O:15])=[CH:10][C:6]=1[C:7]([OH:9])=[O:8])([CH3:3])[CH3:2]. The catalyst class is: 134. (2) The catalyst class is: 142. Product: [CH3:36][CH:35]([O:15][C:14](=[O:16])[CH2:13][CH2:12][CH2:11][C:10]1[N:2]([CH3:1])[C:3]2[CH:4]=[CH:5][C:6]([N:17]([CH2:18][CH2:19][Cl:20])[CH2:21][CH2:22][Cl:23])=[CH:7][C:8]=2[N:9]=1)[CH2:34][CH2:33][CH2:32][CH2:31][CH2:30][CH2:29][CH2:28][CH2:27][CH2:26][CH3:25]. Reactant: [CH3:1][N:2]1[C:10]([CH2:11][CH2:12][CH2:13][C:14]([OH:16])=[O:15])=[N:9][C:8]2[CH:7]=[C:6]([N:17]([CH2:21][CH2:22][Cl:23])[CH2:18][CH2:19][Cl:20])[CH:5]=[CH:4][C:3]1=2.Cl.[CH3:25][CH:26](O)[CH2:27][CH2:28][CH2:29][CH2:30][CH2:31][CH2:32][CH2:33][CH2:34][CH2:35][CH3:36].C1(N=C=NC2CCCCC2)CCCCC1. (3) Reactant: [CH3:1][C:2]1[NH:3][C:4]2[CH:5]=[CH:6][CH:7]=[C:8]([OH:11])[C:9]=2[CH:10]=1.C[Si]([N-][Si](C)(C)C)(C)C.[Na+].[CH2:22](OS(C1C=CC=C([N+]([O-])=O)C=1)(=O)=O)[C@@H:23]1[O:25][CH2:24]1.C(=O)([O-])[O-].[Na+].[Na+]. Product: [CH3:1][C:2]1[NH:3][C:4]2[C:9]([CH:10]=1)=[C:8]([O:11][CH2:22][C@@H:23]1[CH2:24][O:25]1)[CH:7]=[CH:6][CH:5]=2. The catalyst class is: 476. (4) Reactant: [CH3:1][S:2](Cl)(=[O:4])=[O:3].[C:6]([N:13]1[CH2:18][CH2:17][NH:16][CH2:15][CH2:14]1)([O:8][C:9]([CH3:12])([CH3:11])[CH3:10])=[O:7].N1C=CC=CC=1. Product: [C:9]([O:8][C:6]([N:13]1[CH2:18][CH2:17][N:16]([S:2]([CH3:1])(=[O:4])=[O:3])[CH2:15][CH2:14]1)=[O:7])([CH3:12])([CH3:10])[CH3:11]. The catalyst class is: 4. (5) Reactant: [NH2:1][C:2]1[CH:3]=[C:4]([C@:8]23[CH2:16][NH:15][CH2:14][C@H:13]2[CH2:12][S:11][C:10]([NH:17][C:18](=[O:25])[C:19]2[CH:24]=[CH:23][CH:22]=[CH:21][CH:20]=2)=[N:9]3)[CH:5]=[CH:6][CH:7]=1.[F:26][C:27]1[CH:28]=[N:29][C:30](Cl)=[N:31][CH:32]=1.C(N(C(C)C)CC)(C)C. The catalyst class is: 38. Product: [NH2:1][C:2]1[CH:3]=[C:4]([C@:8]23[CH2:16][N:15]([C:30]4[N:31]=[CH:32][C:27]([F:26])=[CH:28][N:29]=4)[CH2:14][C@H:13]2[CH2:12][S:11][C:10]([NH:17][C:18](=[O:25])[C:19]2[CH:20]=[CH:21][CH:22]=[CH:23][CH:24]=2)=[N:9]3)[CH:5]=[CH:6][CH:7]=1. (6) Reactant: Cl[CH2:2][CH2:3][CH2:4][S:5]([O:8][CH2:9][C:10]([CH3:29])([CH3:28])[C@@H:11]([O:20][CH2:21][C:22]1[CH:27]=[CH:26][CH:25]=[CH:24][CH:23]=1)[C:12]([O:14][CH2:15][CH2:16][CH:17]([CH3:19])[CH3:18])=[O:13])(=[O:7])=[O:6].[N-:30]=[N+:31]=[N-:32].[Na+]. Product: [N:30]([CH2:2][CH2:3][CH2:4][S:5]([O:8][CH2:9][C:10]([CH3:29])([CH3:28])[C@@H:11]([O:20][CH2:21][C:22]1[CH:27]=[CH:26][CH:25]=[CH:24][CH:23]=1)[C:12]([O:14][CH2:15][CH2:16][CH:17]([CH3:19])[CH3:18])=[O:13])(=[O:7])=[O:6])=[N+:31]=[N-:32]. The catalyst class is: 16. (7) Reactant: [Cl:1][C:2]1[CH:7]=[C:6]([C:8]2[CH:9]=[CH:10][C:11]3[N:12]([C:14]([CH2:17][O:18][C:19]4[C:28]5[C:23](=[CH:24][C:25]([O:29][CH3:30])=[CH:26][CH:27]=5)[N:22]=[CH:21][CH:20]=4)=[N:15][N:16]=3)[N:13]=2)[CH:5]=[CH:4][C:3]=1[C@@H:31]([NH:36][S@](C(C)(C)C)=O)[C:32]([F:35])([F:34])[F:33]. Product: [Cl:1][C:2]1[CH:7]=[C:6]([C:8]2[CH:9]=[CH:10][C:11]3[N:12]([C:14]([CH2:17][O:18][C:19]4[C:28]5[C:23](=[CH:24][C:25]([O:29][CH3:30])=[CH:26][CH:27]=5)[N:22]=[CH:21][CH:20]=4)=[N:15][N:16]=3)[N:13]=2)[CH:5]=[CH:4][C:3]=1[C@@H:31]([NH2:36])[C:32]([F:33])([F:35])[F:34]. The catalyst class is: 240. (8) The catalyst class is: 84. Reactant: Br[C:2]1[CH:3]=[C:4]([NH:10][C:11]2[CH:16]=[CH:15][N:14]=[CH:13][N:12]=2)[C:5](=[O:9])[N:6]([CH3:8])[CH:7]=1.[CH3:17][C:18]1([CH3:34])[C:22]([CH3:24])([CH3:23])[O:21][B:20]([B:20]2[O:21][C:22]([CH3:24])([CH3:23])[C:18]([CH3:34])([CH3:17])[O:19]2)[O:19]1.C([O-])(=O)C.[K+].O1CCOCC1. Product: [CH3:8][N:6]1[CH:7]=[C:2]([B:20]2[O:21][C:22]([CH3:24])([CH3:23])[C:18]([CH3:34])([CH3:17])[O:19]2)[CH:3]=[C:4]([NH:10][C:11]2[CH:16]=[CH:15][N:14]=[CH:13][N:12]=2)[C:5]1=[O:9]. (9) Reactant: Br[CH2:2][C:3]1[CH:8]=[CH:7][C:6]([S:9]([N:12]2[CH2:17][CH2:16][N:15]([CH2:18][CH:19]3[CH2:24][CH2:23][N:22]([C:25]([O:27][C:28]([CH3:31])([CH3:30])[CH3:29])=[O:26])[CH2:21][CH2:20]3)[C:14](=[O:32])[CH2:13]2)(=[O:11])=[O:10])=[CH:5][CH:4]=1.C([O-])(=[O:35])C.[K+]. Product: [C:28]([O:27][C:25]([N:22]1[CH2:23][CH2:24][CH:19]([CH2:18][N:15]2[CH2:16][CH2:17][N:12]([S:9]([C:6]3[CH:5]=[CH:4][C:3]([CH2:2][OH:35])=[CH:8][CH:7]=3)(=[O:11])=[O:10])[CH2:13][C:14]2=[O:32])[CH2:20][CH2:21]1)=[O:26])([CH3:30])([CH3:29])[CH3:31]. The catalyst class is: 3.